This data is from Forward reaction prediction with 1.9M reactions from USPTO patents (1976-2016). The task is: Predict the product of the given reaction. (1) Given the reactants [C:1]([N:11]1[CH2:17][CH2:16][CH2:15][NH:14][CH2:13][CH2:12]1)([O:3][CH2:4][C:5]1[CH:10]=[CH:9][CH:8]=[CH:7][CH:6]=1)=[O:2].CCN([CH:24]([CH3:26])C)C(C)C.C([CH:29]([C:33](Cl)=[O:34])[C:30](Cl)=[O:31])C.C([O-])(O)=[O:37].[Na+], predict the reaction product. The product is: [CH2:24]([O:37][C:33](=[O:34])[CH2:29][C:30]([N:14]1[CH2:15][CH2:16][CH2:17][N:11]([C:1]([O:3][CH2:4][C:5]2[CH:6]=[CH:7][CH:8]=[CH:9][CH:10]=2)=[O:2])[CH2:12][CH2:13]1)=[O:31])[CH3:26]. (2) The product is: [CH:24]1([C:1]([C:3]2[CH:8]=[CH:7][N:6]=[C:5]([O:9][CH2:10][CH:11]3[CH2:16][CH2:15][N:14]([C:17]([O:19][C:20]([CH3:23])([CH3:22])[CH3:21])=[O:18])[CH2:13][CH2:12]3)[CH:4]=2)=[O:33])[CH2:26][CH2:25]1. Given the reactants [C:1]([C:3]1[CH:8]=[CH:7][N:6]=[C:5]([O:9][CH2:10][CH:11]2[CH2:16][CH2:15][N:14]([C:17]([O:19][C:20]([CH3:23])([CH3:22])[CH3:21])=[O:18])[CH2:13][CH2:12]2)[CH:4]=1)#N.[CH:24]1([Mg]Br)[CH2:26][CH2:25]1.Cl.C1C[O:33]CC1, predict the reaction product. (3) Given the reactants [CH2:1]1[C:6]2([CH2:11][CH2:10][NH:9][CH2:8][CH2:7]2)[CH2:5][CH2:4][N:3]([C:12]([O:14][C:15]([CH3:18])([CH3:17])[CH3:16])=[O:13])[CH2:2]1.[C:19](O)(=[O:26])[C:20]1[CH:25]=[CH:24][CH:23]=[N:22][CH:21]=1.CCN(C(C)C)C(C)C.CN(C(ON1N=NC2C=CC=CC1=2)=[N+](C)C)C.F[P-](F)(F)(F)(F)F, predict the reaction product. The product is: [N:22]1[CH:23]=[CH:24][CH:25]=[C:20]([C:19]([N:9]2[CH2:10][CH2:11][C:6]3([CH2:1][CH2:2][N:3]([C:12]([O:14][C:15]([CH3:18])([CH3:17])[CH3:16])=[O:13])[CH2:4][CH2:5]3)[CH2:7][CH2:8]2)=[O:26])[CH:21]=1. (4) Given the reactants [OH:1][C:2]1[CH:3]=[N:4][C:5]2[C:10]([CH:11]=1)=[CH:9][CH:8]=[CH:7][CH:6]=2.CN(C)C=O.[H-].[Na+].Br[CH2:20][C:21]1[C:22]([F:35])=[C:23]([NH:28][S:29]([CH2:32][CH2:33][CH3:34])(=[O:31])=[O:30])[CH:24]=[CH:25][C:26]=1[F:27], predict the reaction product. The product is: [F:35][C:22]1[C:21]([CH2:20][O:1][C:2]2[CH:3]=[N:4][C:5]3[C:10]([CH:11]=2)=[CH:9][CH:8]=[CH:7][CH:6]=3)=[C:26]([F:27])[CH:25]=[CH:24][C:23]=1[NH:28][S:29]([CH2:32][CH2:33][CH3:34])(=[O:31])=[O:30]. (5) Given the reactants [N:1]1[CH:6]=[CH:5][C:4]([C@H:7]([OH:9])[CH3:8])=[CH:3][CH:2]=1.C(O)(=O)C, predict the reaction product. The product is: [NH:1]1[CH2:6][CH2:5][CH:4]([C@H:7]([OH:9])[CH3:8])[CH2:3][CH2:2]1. (6) Given the reactants Br[C:2]1[CH:11]=[CH:10][C:5]([C:6]([O:8][CH3:9])=[O:7])=[C:4]([F:12])[CH:3]=1.[K+].[CH:14]([B-](F)(F)F)=[CH2:15], predict the reaction product. The product is: [CH:14]([C:2]1[CH:11]=[CH:10][C:5]([C:6]([O:8][CH3:9])=[O:7])=[C:4]([F:12])[CH:3]=1)=[CH2:15]. (7) Given the reactants [F:1][C:2]([F:41])([F:40])[C:3]1[CH:4]=[C:5]([CH:33]=[C:34]([C:36]([F:39])([F:38])[F:37])[CH:35]=1)[CH2:6][N:7]([CH2:14][C:15]1[CH:20]=[C:19]([C:21]([F:24])([F:23])[F:22])[CH:18]=[CH:17][C:16]=1[C:25](=[O:32])[CH2:26][CH:27]1[CH2:31][CH2:30][CH2:29][CH2:28]1)[C:8]1[N:9]=[N:10][N:11]([CH3:13])[N:12]=1.[BH4-].[Na+], predict the reaction product. The product is: [F:39][C:36]([F:37])([F:38])[C:34]1[CH:33]=[C:5]([CH:4]=[C:3]([C:2]([F:1])([F:40])[F:41])[CH:35]=1)[CH2:6][N:7]([CH2:14][C:15]1[CH:20]=[C:19]([C:21]([F:24])([F:23])[F:22])[CH:18]=[CH:17][C:16]=1[CH:25]([OH:32])[CH2:26][CH:27]1[CH2:31][CH2:30][CH2:29][CH2:28]1)[C:8]1[N:9]=[N:10][N:11]([CH3:13])[N:12]=1. (8) Given the reactants [CH2:1]([C:4]1([OH:14])[CH2:13][CH2:12][CH2:11][C:6]2(OCC[O:7]2)[CH2:5]1)[CH:2]=[CH2:3].S(=O)(=O)(O)O, predict the reaction product. The product is: [CH2:1]([C:4]1([OH:14])[CH2:13][CH2:12][CH2:11][C:6](=[O:7])[CH2:5]1)[CH:2]=[CH2:3].